Predict which catalyst facilitates the given reaction. From a dataset of Catalyst prediction with 721,799 reactions and 888 catalyst types from USPTO. Product: [CH2:21]([O:23][C:24]1[CH:25]=[C:26]([NH:27][C:2]2[N:3]=[CH:4][C:5]3[CH:10]=[CH:9][N:8]([C:11]4[CH:16]=[CH:15][C:14]([S:17]([CH3:20])(=[O:19])=[O:18])=[CH:13][CH:12]=4)[C:6]=3[N:7]=2)[CH:28]=[CH:29][C:30]=1[O:31][CH2:32][CH3:33])[CH3:22]. Reactant: Cl[C:2]1[N:3]=[CH:4][C:5]2[CH:10]=[CH:9][N:8]([C:11]3[CH:16]=[CH:15][C:14]([S:17]([CH3:20])(=[O:19])=[O:18])=[CH:13][CH:12]=3)[C:6]=2[N:7]=1.[CH2:21]([O:23][C:24]1[CH:25]=[C:26]([CH:28]=[CH:29][C:30]=1[O:31][CH2:32][CH3:33])[NH2:27])[CH3:22].Cl. The catalyst class is: 51.